This data is from Full USPTO retrosynthesis dataset with 1.9M reactions from patents (1976-2016). The task is: Predict the reactants needed to synthesize the given product. (1) Given the product [CH:4]1([C:10]2[CH:15]=[CH:14][C:13]([NH:16][C:17](=[O:22])[C:18]([NH:2][NH2:3])=[O:19])=[CH:12][CH:11]=2)[CH2:9][CH2:8][CH2:7][CH2:6][CH2:5]1, predict the reactants needed to synthesize it. The reactants are: O.[NH2:2][NH2:3].[CH:4]1([C:10]2[CH:15]=[CH:14][C:13]([NH:16][C:17](=[O:22])[C:18](OC)=[O:19])=[CH:12][CH:11]=2)[CH2:9][CH2:8][CH2:7][CH2:6][CH2:5]1. (2) The reactants are: [H-].[Al+3].[Li+].[H-].[H-].[H-].[Br:7][C:8]1[CH:9]=[C:10]([C:14]2[C:19]([C:20](OCC)=[O:21])=[C:18]([CH3:25])[N:17]=[C:16]3[N:26]([CH2:29][CH3:30])[N:27]=[CH:28][C:15]=23)[CH:11]=[N:12][CH:13]=1. Given the product [Br:7][C:8]1[CH:9]=[C:10]([C:14]2[C:19]([CH2:20][OH:21])=[C:18]([CH3:25])[N:17]=[C:16]3[N:26]([CH2:29][CH3:30])[N:27]=[CH:28][C:15]=23)[CH:11]=[N:12][CH:13]=1, predict the reactants needed to synthesize it. (3) Given the product [F:34][C:7]1[CH:6]=[C:5]([CH:10]=[CH:9][C:8]=1[NH:11][C:12]1[C:13]2[C:20]([F:21])=[CH:19][N:18]([CH:22]3[CH2:27][CH2:26][N:25]([CH2:28][C:37]4[CH:38]=[CH:39][CH:40]=[CH:41][N:36]=4)[CH2:24][CH2:23]3)[C:14]=2[N:15]=[CH:16][N:17]=1)[C:3]([N:2]([CH3:1])[CH3:35])=[O:4], predict the reactants needed to synthesize it. The reactants are: [CH3:1][N:2]([CH3:35])[C:3]([C:5]1[CH:10]=[CH:9][C:8]([NH:11][C:12]2[C:13]3[C:20]([F:21])=[CH:19][N:18]([CH:22]4[CH2:27][CH2:26][N:25]([C:28](OC(C)C)=O)[CH2:24][CH2:23]4)[C:14]=3[N:15]=[CH:16][N:17]=2)=[C:7]([F:34])[CH:6]=1)=[O:4].[N:36]1[CH:41]=[CH:40][CH:39]=[CH:38][C:37]=1C=O.C([O-])(=O)C.[K+].C(O[BH-](OC(=O)C)OC(=O)C)(=O)C.[Na+]. (4) Given the product [F:1][C:2]1[CH:3]=[C:4]2[C:8](=[CH:9][CH:10]=1)[NH:7][N:6]=[C:5]2[C:11]([NH:14][C@@H:15]1[CH2:19][N:18]([C:20]([O:22][C:23]([CH3:24])([CH3:25])[CH3:26])=[O:21])[C@H:17]([CH2:27][C:28]([O:30][CH3:31])=[O:29])[CH2:16]1)=[O:13], predict the reactants needed to synthesize it. The reactants are: [F:1][C:2]1[CH:3]=[C:4]2[C:8](=[CH:9][CH:10]=1)[NH:7][N:6]=[C:5]2[C:11]([OH:13])=O.[NH2:14][C@@H:15]1[CH2:19][N:18]([C:20]([O:22][C:23]([CH3:26])([CH3:25])[CH3:24])=[O:21])[C@H:17]([CH2:27][C:28]([O:30][CH3:31])=[O:29])[CH2:16]1. (5) Given the product [N:19]([CH2:10][C:9]([N:8]([CH2:1][C:2]1[CH:7]=[CH:6][CH:5]=[CH:4][CH:3]=1)[C@@H:13]([CH:15]1[CH2:18][CH2:17][CH2:16]1)[CH3:14])=[O:12])=[N+:20]=[N-:21], predict the reactants needed to synthesize it. The reactants are: [CH2:1]([N:8]([C@@H:13]([CH:15]1[CH2:18][CH2:17][CH2:16]1)[CH3:14])[C:9](=[O:12])[CH2:10]Br)[C:2]1[CH:7]=[CH:6][CH:5]=[CH:4][CH:3]=1.[N-:19]=[N+:20]=[N-:21].[Na+]. (6) The reactants are: C1C=CC2N(O)N=NC=2C=1.CCN=C=NCCCN(C)C.CCN(C(C)C)C(C)C.[OH:31][NH:32][C:33]([N:35]1[CH2:40][CH2:39][CH:38]([C@H:41]([CH3:45])[CH2:42][CH2:43][OH:44])[CH2:37][CH2:36]1)=[NH:34].[C:46]([O:50][C:51]([N:53]1[CH2:57][CH2:56][CH2:55][CH:54]1[C:58](O)=O)=[O:52])([CH3:49])([CH3:48])[CH3:47]. Given the product [C:46]([O:50][C:51]([N:53]1[CH2:57][CH2:56][CH2:55][CH:54]1[C:58]1[O:31][N:32]=[C:33]([N:35]2[CH2:40][CH2:39][CH:38]([C@H:41]([CH3:45])[CH2:42][CH2:43][OH:44])[CH2:37][CH2:36]2)[N:34]=1)=[O:52])([CH3:49])([CH3:47])[CH3:48], predict the reactants needed to synthesize it. (7) Given the product [Cl:1][C:2]1[CH:28]=[CH:27][CH:26]=[CH:25][C:3]=1[O:4][C:5]1[CH:10]=[CH:9][C:8]([C:11]2[O:15][N:14]=[C:13]([C:16]3[S:20][C:19]([CH2:21][N:54]4[CH2:57][CH:56]([C:58]([O:60][CH3:61])=[O:59])[CH2:55]4)=[CH:18][C:17]=3[CH2:23][CH3:24])[N:12]=2)=[CH:7][CH:6]=1, predict the reactants needed to synthesize it. The reactants are: [Cl:1][C:2]1[CH:28]=[CH:27][CH:26]=[CH:25][C:3]=1[O:4][C:5]1[CH:10]=[CH:9][C:8]([C:11]2[O:15][N:14]=[C:13]([C:16]3[S:20][C:19]([CH2:21]O)=[CH:18][C:17]=3[CH2:23][CH3:24])[N:12]=2)=[CH:7][CH:6]=1.C(Br)(Br)(Br)Br.C1(P(C2C=CC=CC=2)C2C=CC=CC=2)C=CC=CC=1.Cl.[NH:54]1[CH2:57][CH:56]([C:58]([O:60][CH3:61])=[O:59])[CH2:55]1.C(N(CC)C(C)C)(C)C.